From a dataset of Catalyst prediction with 721,799 reactions and 888 catalyst types from USPTO. Predict which catalyst facilitates the given reaction. (1) Reactant: [S:1](=[O:16])(=[O:15])([O:3][CH2:4][C:5]([CH3:14])([CH3:13])[CH2:6][C:7]1[CH:12]=[CH:11][CH:10]=[CH:9][CH:8]=1)[NH2:2].C1C=CC=CC=1.CC#N. Product: [CH3:13][C:5]1([CH3:14])[CH2:4][O:3][S:1](=[O:15])(=[O:16])[NH:2][CH:6]1[C:7]1[CH:8]=[CH:9][CH:10]=[CH:11][CH:12]=1. The catalyst class is: 52. (2) Reactant: [C:1]([O:5][C:6]([N:8]1[CH2:13][CH2:12][CH:11]([CH2:14][O:15][CH2:16][CH2:17][CH2:18]O)[CH2:10][CH2:9]1)=[O:7])([CH3:4])([CH3:3])[CH3:2].[C:20]1(=[O:30])[NH:24][C:23](=[O:25])[C:22]2=[CH:26][CH:27]=[CH:28][CH:29]=[C:21]12.C1(P(C2C=CC=CC=2)C2C=CC=CC=2)C=CC=CC=1.CCOC(/N=N/C(OCC)=O)=O. Product: [C:1]([O:5][C:6]([N:8]1[CH2:9][CH2:10][CH:11]([CH2:14][O:15][CH2:16][CH2:17][CH2:18][N:24]2[C:23](=[O:25])[C:22]3=[CH:26][CH:27]=[CH:28][CH:29]=[C:21]3[C:20]2=[O:30])[CH2:12][CH2:13]1)=[O:7])([CH3:2])([CH3:3])[CH3:4]. The catalyst class is: 116. (3) Reactant: [CH3:1][N:2]1[CH2:24][CH2:23][C:5]2[N:6]([C:14]#[C:15][C:16]3[CH:21]=[CH:20][C:19]([CH3:22])=[CH:18][N:17]=3)[C:7]3[CH:8]=[CH:9][C:10]([CH3:13])=[CH:11][C:12]=3[C:4]=2[CH2:3]1. Product: [CH3:1][N:2]1[CH2:24][CH2:23][C:5]2[N:6]([CH2:14][CH2:15][C:16]3[CH:21]=[CH:20][C:19]([CH3:22])=[CH:18][N:17]=3)[C:7]3[CH:8]=[CH:9][C:10]([CH3:13])=[CH:11][C:12]=3[C:4]=2[CH2:3]1. The catalyst class is: 19.